Dataset: Catalyst prediction with 721,799 reactions and 888 catalyst types from USPTO. Task: Predict which catalyst facilitates the given reaction. (1) Reactant: [NH2:1][C:2]1[CH:10]=[CH:9][C:8]([N:11]2[CH2:16][CH2:15][O:14][CH2:13][CH2:12]2)=[CH:7][C:3]=1[C:4]([OH:6])=[O:5].O.[O:18]=[C:19](Cl)OC(Cl)(Cl)Cl. Product: [N:11]1([C:8]2[CH:7]=[C:3]3[C:4]([O:6][C:19](=[O:18])[NH:1][C:2]3=[CH:10][CH:9]=2)=[O:5])[CH2:12][CH2:13][O:14][CH2:15][CH2:16]1. The catalyst class is: 12. (2) Reactant: N1[C:6]2=[CH:7][CH:8]=[N:9][C:5]2=[CH:4][N:3]=N1.N1C=CC=C1C#N.ClN.[H-].[Na+].N1C=CC=[C:22]1[C:26]([NH2:28])=[O:27].[OH-].[Na+].[OH-].[K+].C(Cl)(=O)C(Cl)=[O:35]. Product: [C:26]([NH:28][N:9]1[CH:8]=[CH:7][CH:6]=[C:5]1[C:4]([NH2:3])=[O:35])(=[O:27])[CH3:22]. The catalyst class is: 59. (3) Reactant: [CH2:1]([O:3][C:4]([N:6]1[C:14]2[C:9](=[N:10][C:11]([Cl:15])=[CH:12][CH:13]=2)[CH:8]=[C:7]1[O:16]C(OCC)=O)=[O:5])[CH3:2].C(=O)([O-])[O-].[NH4+].[NH4+]. Product: [CH2:1]([O:3][C:4]([N:6]1[C:14]2[C:9](=[N:10][C:11]([Cl:15])=[CH:12][CH:13]=2)[CH:8]=[C:7]1[OH:16])=[O:5])[CH3:2]. The catalyst class is: 3. (4) Reactant: [OH-].[Na+].[C:3]([O:7][C:8]([N:10]=[C:11]1[N:15](C(OC(C)(C)C)=O)[CH:14]([CH2:23][O:24]C(OC(C)(C)C)=O)[CH2:13][S:12]1)=[O:9])([CH3:6])([CH3:5])[CH3:4]. Product: [OH:24][CH2:23][CH:14]1[CH2:13][S:12][C:11]([NH:10][C:8](=[O:9])[O:7][C:3]([CH3:5])([CH3:4])[CH3:6])=[N:15]1. The catalyst class is: 24. (5) Reactant: [CH3:1][C:2]1[S:15][C:14]2[C:4](=[C:5]([N:16]3[CH2:21][CH2:20][NH:19][CH2:18][CH2:17]3)[NH:6][C:7]3[C:12]([N:13]=2)=[CH:11][CH:10]=[CH:9][CH:8]=3)[CH:3]=1.[C:22](=O)([O-])[O-].[K+].[K+].S(OC)(OC)(=O)=O.O. Product: [CH3:1][C:2]1[S:15][C:14]2[NH:13][C:12]3[CH:11]=[CH:10][CH:9]=[CH:8][C:7]=3[N:6]=[C:5]([N:16]3[CH2:21][CH2:20][N:19]([CH3:22])[CH2:18][CH2:17]3)[C:4]=2[CH:3]=1. The catalyst class is: 5. (6) Reactant: [F:1][CH:2]([F:40])[O:3][C:4]1[CH:5]=[CH:6][C:7]([C:10]([F:39])([F:38])[CH2:11][N:12]2[CH2:17][CH2:16][CH:15]([NH:18][C:19]3[C:20]4[CH:27]=[CH:26][N:25](S(C5C=CC(C)=CC=5)(=O)=O)[C:21]=4[N:22]=[CH:23][N:24]=3)[CH2:14][CH2:13]2)=[N:8][CH:9]=1.[OH-].[Na+]. Product: [F:40][CH:2]([F:1])[O:3][C:4]1[CH:5]=[CH:6][C:7]([C:10]([F:39])([F:38])[CH2:11][N:12]2[CH2:13][CH2:14][CH:15]([NH:18][C:19]3[C:20]4[CH:27]=[CH:26][NH:25][C:21]=4[N:22]=[CH:23][N:24]=3)[CH2:16][CH2:17]2)=[N:8][CH:9]=1. The catalyst class is: 1. (7) Reactant: [CH2:1]([O:8][C:9]1[CH:14]=[CH:13][C:12]([C:15]([C:17]2[N:18]([S:29]([C:32]3[CH:38]=[CH:37][C:35]([CH3:36])=[CH:34][CH:33]=3)(=[O:31])=[O:30])[CH:19]=[CH:20][C:21]=2[N:22]2[CH:26]=[CH:25][CH:24]=[C:23]2[CH2:27][OH:28])=[O:16])=[C:11]([O:39][CH3:40])[CH:10]=1)[C:2]1[CH:7]=[CH:6][CH:5]=[CH:4][CH:3]=1. Product: [CH2:1]([O:8][C:9]1[CH:14]=[CH:13][C:12]([C:15]([C:17]2[N:18]([S:29]([C:32]3[CH:33]=[CH:34][C:35]([CH3:36])=[CH:37][CH:38]=3)(=[O:31])=[O:30])[CH:19]=[CH:20][C:21]=2[N:22]2[CH:26]=[CH:25][CH:24]=[C:23]2[CH:27]=[O:28])=[O:16])=[C:11]([O:39][CH3:40])[CH:10]=1)[C:2]1[CH:7]=[CH:6][CH:5]=[CH:4][CH:3]=1. The catalyst class is: 16. (8) Reactant: [Cl:1][C:2]1[CH:3]=[C:4]([C:20]2[C:21]([C:26]#[N:27])=[CH:22][CH:23]=[CH:24][CH:25]=2)[CH:5]=[CH:6][C:7]=1[CH2:8][C:9]1[C:14](=[O:15])[NH:13][C:12]([CH3:16])=[N:11][C:10]=1[CH2:17][CH2:18][CH3:19].[CH:28]([O:31][C:32]1[CH:37]=[CH:36][C:35](B(O)O)=[CH:34][CH:33]=1)([CH3:30])[CH3:29].C([N:43](CC)CC)C.N1C=CC=CC=1.[C:54]([O:57]CC)(=[O:56])C. Product: [Cl:1][C:2]1[CH:3]=[C:4]([C:20]2[CH:25]=[CH:24][CH:23]=[CH:22][C:21]=2[C:26]2[NH:43][C:54](=[O:56])[O:57][N:27]=2)[CH:5]=[CH:6][C:7]=1[CH2:8][C:9]1[C:14](=[O:15])[N:13]([C:35]2[CH:36]=[CH:37][C:32]([O:31][CH:28]([CH3:30])[CH3:29])=[CH:33][CH:34]=2)[C:12]([CH3:16])=[N:11][C:10]=1[CH2:17][CH2:18][CH3:19]. The catalyst class is: 221. (9) Reactant: [N+:1]([C:4]1[CH:5]=[C:6]([NH:10][C:11](=[O:14])[CH:12]=[CH2:13])[CH:7]=[CH:8][CH:9]=1)([O-])=O. Product: [NH2:1][C:4]1[CH:5]=[C:6]([NH:10][C:11](=[O:14])[CH:12]=[CH2:13])[CH:7]=[CH:8][CH:9]=1. The catalyst class is: 150. (10) Reactant: [CH3:1][N:2]1[CH2:7][CH2:6][CH2:5][CH:4]([O:8][C:9]2[CH:14]=[CH:13][C:12]([NH:15]C(=O)C)=[C:11]([N+:19]([O-:21])=[O:20])[CH:10]=2)[CH2:3]1.[OH-].[Na+]. Product: [CH3:1][N:2]1[CH2:7][CH2:6][CH2:5][CH:4]([O:8][C:9]2[CH:14]=[CH:13][C:12]([NH2:15])=[C:11]([N+:19]([O-:21])=[O:20])[CH:10]=2)[CH2:3]1. The catalyst class is: 5.